Task: Predict the product of the given reaction.. Dataset: Forward reaction prediction with 1.9M reactions from USPTO patents (1976-2016) (1) Given the reactants [CH2:1]([N:5]1[CH2:10][CH2:9][NH:8][CH2:7][CH2:6]1)[CH2:2][C:3]#[CH:4].[C:11](Cl)(=[O:22])OC1C=CC([N+]([O-])=O)=CC=1.C[CH2:25][N:26](CC)CC.CN, predict the reaction product. The product is: [CH2:1]([N:5]1[CH2:10][CH2:9][N:8]([C:11]([NH:26][CH3:25])=[O:22])[CH2:7][CH2:6]1)[CH2:2][C:3]#[CH:4]. (2) Given the reactants Cl[C:2]1[C:11]2[C:6](=[CH:7][C:8]([C:12]([F:15])([F:14])[F:13])=[CH:9][CH:10]=2)[N:5]=[CH:4][CH:3]=1.C(N(CC)CC)C, predict the reaction product. The product is: [F:15][C:12]([F:13])([F:14])[C:8]1[CH:7]=[C:6]2[C:11]([CH:2]=[CH:3][CH:4]=[N:5]2)=[CH:10][CH:9]=1. (3) The product is: [Cl:1][C:2]1[S:10][C:9]2[S:8](=[O:11])(=[O:12])[NH:7][CH2:6][C:5]([C:16]3[CH:15]=[CH:14][C:23]4[C:18](=[CH:19][CH:20]=[CH:21][CH:22]=4)[CH:17]=3)([OH:13])[C:4]=2[CH:3]=1. Given the reactants [Cl:1][C:2]1[S:10][C:9]2[S:8](=[O:12])(=[O:11])[NH:7][CH2:6][C:5](=[O:13])[C:4]=2[CH:3]=1.[CH:14]1[C:23]2[C:18](=[CH:19][CH:20]=[CH:21][CH:22]=2)[CH:17]=[CH:16][C:15]=1[Mg]Br, predict the reaction product. (4) Given the reactants [C:1]([O:5][C:6]([N:8]=[C:9]([NH:34][C:35]([O:37][C:38]([CH3:41])([CH3:40])[CH3:39])=[O:36])[NH:10][C@H:11]([C:24]([NH:26][C:27]1[CH:28]=[N:29][N:30]([CH3:33])[C:31]=1[NH2:32])=[O:25])[CH2:12][CH2:13][CH2:14][CH2:15][NH:16][C:17](=[O:23])[O:18][C:19]([CH3:22])([CH3:21])[CH3:20])=[O:7])([CH3:4])([CH3:3])[CH3:2].C(N(CC)CC)C.[C:49]1([C:55](Cl)([C:62]2[CH:67]=[CH:66][CH:65]=[CH:64][CH:63]=2)[C:56]2[CH:61]=[CH:60][CH:59]=[CH:58][CH:57]=2)[CH:54]=[CH:53][CH:52]=[CH:51][CH:50]=1, predict the reaction product. The product is: [C:1]([O:5][C:6]([N:8]=[C:9]([NH:34][C:35]([O:37][C:38]([CH3:41])([CH3:40])[CH3:39])=[O:36])[NH:10][C@H:11]([C:24]([NH:26][C:27]1[CH:28]=[N:29][N:30]([CH3:33])[C:31]=1[NH:32][C:55]([C:49]1[CH:54]=[CH:53][CH:52]=[CH:51][CH:50]=1)([C:62]1[CH:63]=[CH:64][CH:65]=[CH:66][CH:67]=1)[C:56]1[CH:57]=[CH:58][CH:59]=[CH:60][CH:61]=1)=[O:25])[CH2:12][CH2:13][CH2:14][CH2:15][NH:16][C:17](=[O:23])[O:18][C:19]([CH3:22])([CH3:21])[CH3:20])=[O:7])([CH3:2])([CH3:3])[CH3:4]. (5) Given the reactants Br[C:2]1[CH:7]=[C:6](Br)[CH:5]=[C:4]([Br:9])[CH:3]=1.[CH:10]1[C:22]2[NH:21][C:20]3[C:15](=[CH:16][CH:17]=[CH:18][CH:19]=3)[C:14]=2[CH:13]=[CH:12][CH:11]=1.N1C2[C:27](=[CH:28][CH:29]=[C:30]3C=2N=[CH:33][CH:32]=[CH:31]3)[CH:26]=[CH:25][CH:24]=1.C([O-])([O-])=O.[K+].[K+].[CH3:43][N:44]([CH:46]=O)C, predict the reaction product. The product is: [Br:9][C:4]1[CH:5]=[C:6]([N:44]2[C:46]3[CH:33]=[CH:32][CH:31]=[CH:30][C:29]=3[C:28]3[C:43]2=[CH:24][CH:25]=[CH:26][CH:27]=3)[CH:7]=[C:2]([N:21]2[C:20]3[CH:19]=[CH:18][CH:17]=[CH:16][C:15]=3[C:14]3[C:22]2=[CH:10][CH:11]=[CH:12][CH:13]=3)[CH:3]=1.